This data is from Forward reaction prediction with 1.9M reactions from USPTO patents (1976-2016). The task is: Predict the product of the given reaction. (1) Given the reactants [C:1]([O:5][C:6]([NH:8][C:9]1[CH:13]=[CH:12][S:11][C:10]=1[C:14]([O:16]CC)=[O:15])=[O:7])([CH3:4])([CH3:3])[CH3:2].[OH-].[Na+], predict the reaction product. The product is: [C:1]([O:5][C:6]([NH:8][C:9]1[CH:13]=[CH:12][S:11][C:10]=1[C:14]([OH:16])=[O:15])=[O:7])([CH3:4])([CH3:2])[CH3:3]. (2) The product is: [OH:4][CH2:5][CH2:6][CH2:7][C:8]1[C:9]([CH:13]([CH3:15])[CH3:14])=[N:10][N:11]([C:18]2[N:23]=[CH:22][C:21]([C:24]#[N:25])=[CH:20][N:19]=2)[CH:12]=1. Given the reactants COC[O:4][CH2:5][CH2:6][CH2:7][C:8]1[C:9]([CH:13]([CH3:15])[CH3:14])=[N:10][NH:11][CH:12]=1.CS[C:18]1[N:23]=[CH:22][C:21]([C:24]#[N:25])=[CH:20][N:19]=1.[H-].[Na+].[H][H], predict the reaction product. (3) Given the reactants [NH:1]1[C:6]2[N:7]=[CH:8][CH:9]=[CH:10][C:5]=2[C:4](=O)[O:3]C1=O.[NH:13]1C2C=CC=NC=2C(=O)OC1=O.C1(N)CC1, predict the reaction product. The product is: [NH3:1].[NH2:1][C:6]1[C:5]([C:4]([NH2:13])=[O:3])=[CH:10][CH:9]=[CH:8][N:7]=1. (4) The product is: [F:47][C:48]1[CH:53]=[CH:52][C:51]([C:2]2[C:10]3[C:5](=[CH:6][CH:7]=[C:8]([C:11]#[N:12])[CH:9]=3)[NH:4][N:3]=2)=[CH:50][CH:49]=1. Given the reactants Br[C:2]1[C:10]2[C:5](=[CH:6][CH:7]=[C:8]([C:11]#[N:12])[CH:9]=2)[N:4](C(OC(C)(C)C)=O)[N:3]=1.C1(P(C2CCCCC2)C2C=CC=CC=2C2C=CC=CC=2)CCCCC1.[F-].[K+].[F:47][C:48]1[CH:53]=[CH:52][C:51](B(O)O)=[CH:50][CH:49]=1, predict the reaction product. (5) Given the reactants [Cl-].[CH2:2]([NH+:9]1[CH2:14][CH2:13][CH:12]([C:15]([O:17][CH2:18][CH3:19])=[O:16])[C:11](=[O:20])[CH2:10]1)C1C=CC=CC=1.[CH2:21]([OH:23])C.C(=O)([O-])[O-:25].[K+].[K+].ClC(OC)=O, predict the reaction product. The product is: [O:20]=[C:11]1[CH:12]([C:15]([O:17][CH2:18][CH3:19])=[O:16])[CH2:13][CH2:14][N:9]([C:2]([O:23][CH3:21])=[O:25])[CH2:10]1. (6) Given the reactants C(OC([N:8]1[CH2:16][C:15]2[C:10](=[CH:11][CH:12]=[C:13]([CH:17]3[CH2:22][CH2:21][CH2:20][O:19][CH2:18]3)[CH:14]=2)[CH2:9]1)=O)(C)(C)C.Cl, predict the reaction product. The product is: [O:19]1[CH2:20][CH2:21][CH2:22][CH:17]([C:13]2[CH:14]=[C:15]3[C:10](=[CH:11][CH:12]=2)[CH2:9][NH:8][CH2:16]3)[CH2:18]1. (7) Given the reactants Br[CH2:2][C:3]1[N:7]([C:8]2[CH:13]=[CH:12][CH:11]=[CH:10][C:9]=2[Cl:14])[N:6]=[C:5]([C:15]([F:18])([F:17])[F:16])[CH:4]=1.[Br:19][C:20]1[CH:25]=[CH:24][C:23]([OH:26])=[CH:22][CH:21]=1.C(=O)([O-])[O-].[Na+].[Na+].CN(C=O)C, predict the reaction product. The product is: [Br:19][C:20]1[CH:25]=[CH:24][C:23]([O:26][CH2:2][C:3]2[N:7]([C:8]3[CH:13]=[CH:12][CH:11]=[CH:10][C:9]=3[Cl:14])[N:6]=[C:5]([C:15]([F:18])([F:17])[F:16])[CH:4]=2)=[CH:22][CH:21]=1. (8) Given the reactants CO[C:3]1[C:4]([O:24][CH3:25])=[CH:5][C:6]2[N:12]([CH3:13])[C:11](=[O:14])[CH2:10][N:9]=[C:8]([C:15]3[CH:16]=[C:17]([CH:20]=[CH:21][CH:22]=3)[C:18]#[N:19])[C:7]=2[CH:23]=1.C[O:27]C1C=CC2C(C3C=C(C=CC=3)C#N)=NCC(=O)N(C)C=2C=1, predict the reaction product. The product is: [CH3:25][O:24][C:4]1[CH:3]=[CH:23][C:7]2[C:8]([C:15]3[CH:16]=[C:17]([CH:20]=[CH:21][CH:22]=3)[C:18]([NH2:19])=[O:27])=[N:9][CH2:10][C:11](=[O:14])[N:12]([CH3:13])[C:6]=2[CH:5]=1. (9) Given the reactants [CH:1]([O:4][C:5]([N:7]1[CH:12]([CH2:13][CH3:14])[CH2:11][CH:10]([N:15]([CH2:21][C:22]2[CH:27]=[C:26]([C:28]([F:31])([F:30])[F:29])[CH:25]=[C:24]([C:32]([F:35])([F:34])[F:33])[CH:23]=2)[C:16]2N=N[NH:19][N:20]=2)[CH2:9][CH:8]1[CH2:36][CH3:37])=[O:6])([CH3:3])[CH3:2].[C:38](OC(=O)C)(=[O:40])[CH3:39], predict the reaction product. The product is: [CH:1]([O:4][C:5]([N:7]1[CH:12]([CH2:13][CH3:14])[CH2:11][CH:10]([N:15]([CH2:21][C:22]2[CH:27]=[C:26]([C:28]([F:31])([F:30])[F:29])[CH:25]=[C:24]([C:32]([F:33])([F:35])[F:34])[CH:23]=2)[C:16]2[O:40][C:38]([CH3:39])=[N:19][N:20]=2)[CH2:9][CH:8]1[CH2:36][CH3:37])=[O:6])([CH3:3])[CH3:2].